The task is: Predict the reaction yield, written as a fraction of the theoretical maximum amount of product (1.0 means a 100% yield; for example, 0.34 means a 34% yield).. This data is from Reaction yield outcomes from USPTO patents with 853,638 reactions. The reactants are C([O:3][C:4](=[O:33])[C:5]([O:8][C:9]1[CH:14]=[CH:13][C:12]([CH2:15][C:16]([C:18]2[C:23]([O:24][CH3:25])=[CH:22][CH:21]=[C:20]([C:26]3[S:27][CH:28]=[CH:29][CH:30]=3)[C:19]=2[O:31][CH3:32])=[O:17])=[CH:11][CH:10]=1)([CH3:7])[CH3:6])C.C1COCC1.CCO.Cl. The catalyst is O. The product is [CH3:32][O:31][C:19]1[C:20]([C:26]2[S:27][CH:28]=[CH:29][CH:30]=2)=[CH:21][CH:22]=[C:23]([O:24][CH3:25])[C:18]=1[C:16](=[O:17])[CH2:15][C:12]1[CH:11]=[CH:10][C:9]([O:8][C:5]([CH3:6])([CH3:7])[C:4]([OH:33])=[O:3])=[CH:14][CH:13]=1. The yield is 0.340.